From a dataset of Forward reaction prediction with 1.9M reactions from USPTO patents (1976-2016). Predict the product of the given reaction. (1) Given the reactants Cl.[C:2]1([N:8]([CH2:32][C:33](=[C:36]=[O:37])OC)[C:9]([C:11]2[CH:31]=[CH:30][C:14]3[N:15]([CH3:29])[C:16]([CH2:18][NH:19][C:20]4[CH:25]=[CH:24][C:23]([C:26](=[NH:28])[NH2:27])=[CH:22][CH:21]=4)=[N:17][C:13]=3[CH:12]=2)=[O:10])[CH:7]=[CH:6][CH:5]=[CH:4][CH:3]=1.Cl[C:39]([O:41][CH2:42][CH2:43][CH2:44][CH2:45][CH2:46][CH3:47])=[O:40].ClCCl.[CH2:51]([OH:53])C, predict the reaction product. The product is: [C:2]1([N:8]([CH2:32][CH2:33][C:36]([O:53][CH3:51])=[O:37])[C:9]([C:11]2[CH:31]=[CH:30][C:14]3[N:15]([CH3:29])[C:16]([CH2:18][NH:19][C:20]4[CH:25]=[CH:24][C:23]([C:26](=[NH:28])[NH:27][C:39]([O:41][CH2:42][CH2:43][CH2:44][CH2:45][CH2:46][CH3:47])=[O:40])=[CH:22][CH:21]=4)=[N:17][C:13]=3[CH:12]=2)=[O:10])[CH:3]=[CH:4][CH:5]=[CH:6][CH:7]=1. (2) Given the reactants [H-].[H-].[H-].[H-].[Li+].[Al+3].[N:7]1[CH:12]=[CH:11][CH:10]=[CH:9][C:8]=1[C@@:13]1([CH2:23][C:24]#[N:25])[CH2:22][C:17]2([CH2:21][CH2:20][CH2:19][CH2:18]2)[O:16][CH2:15][CH2:14]1, predict the reaction product. The product is: [N:7]1[CH:12]=[CH:11][CH:10]=[CH:9][C:8]=1[C@@:13]1([CH2:23][CH2:24][NH2:25])[CH2:22][C:17]2([CH2:21][CH2:20][CH2:19][CH2:18]2)[O:16][CH2:15][CH2:14]1. (3) Given the reactants [C:1]([O:4][C:5]1[CH:13]=[C:12]2[C:8]([C@H:9]([CH2:21][Cl:22])[CH2:10][N:11]2C(OC(C)(C)C)=O)=[C:7]2[C:23]([CH3:26])=[CH:24][S:25][C:6]=12)(=[O:3])[CH3:2].Cl, predict the reaction product. The product is: [C:1]([O:4][C:5]1[CH:13]=[C:12]2[C:8]([C@H:9]([CH2:21][Cl:22])[CH2:10][NH:11]2)=[C:7]2[C:23]([CH3:26])=[CH:24][S:25][C:6]=12)(=[O:3])[CH3:2]. (4) Given the reactants [CH3:1][N:2]1[C:6]([C:7]2[CH:8]=[C:9]([NH2:21])[CH:10]=[CH:11][C:12]=2[O:13][CH2:14][CH2:15][N:16]2[CH2:20][CH2:19][CH2:18][CH2:17]2)=[CH:5][CH:4]=[N:3]1.[Cl:22][C:23]1[CH:24]=[C:25]([CH:29]=[CH:30][CH:31]=1)[C:26](Cl)=[O:27].C(N(CC)CC)C, predict the reaction product. The product is: [Cl:22][C:23]1[CH:24]=[C:25]([CH:29]=[CH:30][CH:31]=1)[C:26]([NH:21][C:9]1[CH:10]=[CH:11][C:12]([O:13][CH2:14][CH2:15][N:16]2[CH2:20][CH2:19][CH2:18][CH2:17]2)=[C:7]([C:6]2[N:2]([CH3:1])[N:3]=[CH:4][CH:5]=2)[CH:8]=1)=[O:27]. (5) Given the reactants [S:1]1[CH:5]=[CH:4][C:3]([CH2:6][C:7]2[O:11][N:10]=[C:9]([C:12]([O:14]CC)=O)[N:8]=2)=[CH:2]1.Cl.[Cl:18][C:19]1[CH:20]=[C:21]2[C:25](=[CH:26][CH:27]=1)[NH:24][CH:23]=[C:22]2[CH2:28][CH2:29][NH2:30].CN(C(ON1N=NC2C=CC=NC1=2)=[N+](C)C)C.F[P-](F)(F)(F)(F)F.C(N(CC)C(C)C)(C)C, predict the reaction product. The product is: [Cl:18][C:19]1[CH:20]=[C:21]2[C:25](=[CH:26][CH:27]=1)[NH:24][CH:23]=[C:22]2[CH2:28][CH2:29][NH:30][C:12]([C:9]1[N:8]=[C:7]([CH2:6][C:3]2[CH:4]=[CH:5][S:1][CH:2]=2)[O:11][N:10]=1)=[O:14]. (6) The product is: [O:5]1[CH2:6][CH:7]([N:13]2[CH2:14][CH2:15][CH:16]([C:19]3[CH:23]=[C:22]([NH:24][C:25]4[N:26]=[CH:27][C:28]5[S:33][C:32]([C:34]([NH2:36])=[O:35])=[C:31]([C:37]6[CH:42]=[CH:41][CH:40]=[CH:39][C:38]=6[O:43][C:44]([F:45])([F:46])[F:47])[C:29]=5[N:30]=4)[N:21]([CH:48]([CH3:50])[CH3:49])[N:20]=3)[CH2:17][CH2:18]2)[CH2:8]1. Given the reactants C(O)(=O)C.[O:5]1[CH2:8][C:7](=O)[CH2:6]1.C([BH3-])#N.[NH:13]1[CH2:18][CH2:17][CH:16]([C:19]2[CH:23]=[C:22]([NH:24][C:25]3[N:26]=[CH:27][C:28]4[S:33][C:32]([C:34]([NH2:36])=[O:35])=[C:31]([C:37]5[CH:42]=[CH:41][CH:40]=[CH:39][C:38]=5[O:43][C:44]([F:47])([F:46])[F:45])[C:29]=4[N:30]=3)[N:21]([CH:48]([CH3:50])[CH3:49])[N:20]=2)[CH2:15][CH2:14]1, predict the reaction product. (7) Given the reactants [F:1][C:2]1[CH:7]=[C:6]([F:8])[CH:5]=[CH:4][C:3]=1[N:9]1[N:17]=[C:16]([C:18]([OH:20])=O)[C:15]2[CH:14]3[CH2:21][CH:11]([CH2:12][CH2:13]3)[C:10]1=2.CCN(CC)CC.CN([P+](ON1N=NC2C=CC=CC1=2)(N(C)C)N(C)C)C.F[P-](F)(F)(F)(F)F.[NH2:56][C:57]([CH3:61])([CH3:60])[CH2:58][OH:59], predict the reaction product. The product is: [OH:59][CH2:58][C:57]([NH:56][C:18]([C:16]1[C:15]2[CH:14]3[CH2:21][CH:11]([CH2:12][CH2:13]3)[C:10]=2[N:9]([C:3]2[CH:4]=[CH:5][C:6]([F:8])=[CH:7][C:2]=2[F:1])[N:17]=1)=[O:20])([CH3:61])[CH3:60]. (8) Given the reactants C[O:2][C:3](=[O:34])[CH2:4][CH2:5][CH2:6][CH2:7][CH2:8][NH:9][C:10]1[C:11]2[C:18]([C:19]3[CH:24]=[CH:23][C:22]([O:25][CH3:26])=[CH:21][CH:20]=3)=[C:17]([C:27]3[CH:32]=[CH:31][CH:30]=[CH:29][C:28]=3[F:33])[O:16][C:12]=2[N:13]=[CH:14][N:15]=1.[OH-].[Na+].Cl.O, predict the reaction product. The product is: [F:33][C:28]1[CH:29]=[CH:30][CH:31]=[CH:32][C:27]=1[C:17]1[O:16][C:12]2[N:13]=[CH:14][N:15]=[C:10]([NH:9][CH2:8][CH2:7][CH2:6][CH2:5][CH2:4][C:3]([OH:34])=[O:2])[C:11]=2[C:18]=1[C:19]1[CH:24]=[CH:23][C:22]([O:25][CH3:26])=[CH:21][CH:20]=1. (9) Given the reactants CO[CH:3](OC)[CH2:4][NH:5][C:6](=[O:27])[C@H:7]([NH:16][S:17]([C:20]1[CH:25]=[CH:24][C:23]([CH3:26])=[CH:22][CH:21]=1)(=[O:19])=[O:18])[CH2:8][C:9]([O:11][C:12]([CH3:15])([CH3:14])[CH3:13])=[O:10].C1(C)C=CC(S(O)(=O)=O)=CC=1, predict the reaction product. The product is: [O:27]=[C:6]1[NH:5][CH:4]=[CH:3][N:16]([S:17]([C:20]2[CH:25]=[CH:24][C:23]([CH3:26])=[CH:22][CH:21]=2)(=[O:19])=[O:18])[C@@H:7]1[CH2:8][C:9]([O:11][C:12]([CH3:15])([CH3:14])[CH3:13])=[O:10].